Dataset: Catalyst prediction with 721,799 reactions and 888 catalyst types from USPTO. Task: Predict which catalyst facilitates the given reaction. (1) Reactant: [Br:1][C:2]1[CH:7]=[C:6]([N+:8]([O-:10])=[O:9])[CH:5]=[CH:4][C:3]=1F.[C:12]1([OH:18])[CH:17]=[CH:16][CH:15]=[CH:14][CH:13]=1.C(=O)([O-])[O-].[Cs+].[Cs+]. Product: [Br:1][C:2]1[CH:7]=[C:6]([N+:8]([O-:10])=[O:9])[CH:5]=[CH:4][C:3]=1[O:18][C:12]1[CH:17]=[CH:16][CH:15]=[CH:14][CH:13]=1. The catalyst class is: 16. (2) Reactant: [CH3:1][N:2]1[CH2:7][CH2:6][N:5]([C:8](=[O:18])/[CH:9]=[CH:10]/[C:11]2[CH:12]=[C:13]([OH:17])[CH:14]=[CH:15][CH:16]=2)[CH2:4][CH2:3]1.CC1CC=CCC=1. Product: [CH3:1][N:2]1[CH2:3][CH2:4][N:5]([C:8](=[O:18])[CH2:9][CH2:10][C:11]2[CH:12]=[C:13]([OH:17])[CH:14]=[CH:15][CH:16]=2)[CH2:6][CH2:7]1. The catalyst class is: 50. (3) Reactant: O=[C:2]1[CH2:11][C:10]2[CH:9]=[C:8]([C:12]#[N:13])[CH:7]=[CH:6][C:5]=2[CH2:4][CH2:3]1.BrC1C=C2C(CCC(=O)C2)=CC=1.[CH2:26]([NH2:29])[CH:27]=[CH2:28].[BH-](OC(C)=O)(OC(C)=O)OC(C)=O.[Na+]. Product: [CH2:26]([NH:29][CH:2]1[CH2:11][C:10]2[CH:9]=[C:8]([C:12]#[N:13])[CH:7]=[CH:6][C:5]=2[CH2:4][CH2:3]1)[CH:27]=[CH2:28]. The catalyst class is: 585. (4) Reactant: [CH3:1][C:2]([CH3:25])([CH3:24])[C:3]([NH:5][C:6]1[CH:11]=[CH:10][CH:9]=[C:8]([O:12][CH2:13][CH2:14][CH2:15][CH2:16][O:17][CH:18]2[CH2:23][CH2:22][CH2:21][CH2:20][O:19]2)[N:7]=1)=[O:4].C([Li])CCC.CN(C)[CH:33]=[O:34].C([O-])(O)=O.[Na+]. Product: [CH:33]([C:11]1[C:6]([NH:5][C:3](=[O:4])[C:2]([CH3:25])([CH3:24])[CH3:1])=[N:7][C:8]([O:12][CH2:13][CH2:14][CH2:15][CH2:16][O:17][CH:18]2[CH2:23][CH2:22][CH2:21][CH2:20][O:19]2)=[CH:9][CH:10]=1)=[O:34]. The catalyst class is: 7. (5) Reactant: [Cl:1][C:2]1[CH:7]=[CH:6][C:5]([S:8][C:9]2[CH:16]=[CH:15][C:12]([CH:13]=[O:14])=[CH:11][CH:10]=2)=[CH:4][CH:3]=1.ClC1C=C(C=CC=1)C(OO)=[O:22].[OH-:28].[K+]. Product: [Cl:1][C:2]1[CH:7]=[CH:6][C:5]([S:8]([C:9]2[CH:16]=[CH:15][C:12]([CH:13]=[O:14])=[CH:11][CH:10]=2)(=[O:22])=[O:28])=[CH:4][CH:3]=1. The catalyst class is: 2. (6) Reactant: C(OC(N=NC(OCC)=O)=O)C.[F:13][C:14]1[CH:15]=[C:16]([C@H:21]([N:26]2[C:34]3[C:29](=[CH:30][CH:31]=[CH:32][C:33]=3[F:35])[C:28]([CH3:37])([CH3:36])[C:27]2=[O:38])[C@H:22](O)[CH2:23][OH:24])[CH:17]=[C:18](F)[CH:19]=1.C1C=CC(P(C2C=CC=CC=2)C2C=CC=CC=2)=CC=1.CCCCCCC. Product: [F:35][C:33]1[CH:32]=[CH:31][CH:30]=[C:29]2[C:34]=1[N:26]([C@@H:21]([C:16]1[CH:17]=[CH:18][CH:19]=[C:14]([F:13])[CH:15]=1)[C@H:22]1[CH2:23][O:24]1)[C:27](=[O:38])[C:28]2([CH3:36])[CH3:37]. The catalyst class is: 11.